Dataset: Reaction yield outcomes from USPTO patents with 853,638 reactions. Task: Predict the reaction yield, written as a fraction of the theoretical maximum amount of product (1.0 means a 100% yield; for example, 0.34 means a 34% yield). (1) The reactants are [N:1]1[CH:6]=[C:5](B(O)O)[CH:4]=[N:3][CH:2]=1.Br[C:11]1[CH:12]=[C:13]([C:18]2([C:28]3[CH:33]=[C:32]([F:34])[C:31]([O:35][CH3:36])=[C:30]([F:37])[CH:29]=3)[C:26]3[C:21](=[N:22][CH:23]=[CH:24][CH:25]=3)[C:20]([NH2:27])=[N:19]2)[CH:14]=[CH:15][C:16]=1[F:17].C(=O)([O-])[O-].[Cs+].[Cs+].CCOC(C)=O. The catalyst is COCCOC.CCO.O.[Cl-].[Na+].O.C1C=CC(P(C2C=CC=CC=2)[C-]2C=CC=C2)=CC=1.C1C=CC(P(C2C=CC=CC=2)[C-]2C=CC=C2)=CC=1.Cl[Pd]Cl.[Fe+2].O. The product is [F:37][C:30]1[CH:29]=[C:28]([C:18]2([C:13]3[CH:14]=[CH:15][C:16]([F:17])=[C:11]([C:5]4[CH:6]=[N:1][CH:2]=[N:3][CH:4]=4)[CH:12]=3)[C:26]3[C:21](=[N:22][CH:23]=[CH:24][CH:25]=3)[C:20]([NH2:27])=[N:19]2)[CH:33]=[C:32]([F:34])[C:31]=1[O:35][CH3:36]. The yield is 0.0500. (2) The reactants are [CH2:1]([O:3][C:4](=[O:27])[NH:5][C:6]1[CH:11]=[CH:10][CH:9]=[C:8]([C:12]2[N:13]([CH2:25][CH3:26])[C:14]3[C:19]([C:20]=2[C:21]#[N:22])=[CH:18][CH:17]=[C:16]([O:23]C)[CH:15]=3)[CH:7]=1)[CH3:2].B(Br)(Br)Br. The product is [CH2:1]([O:3][C:4](=[O:27])[NH:5][C:6]1[CH:11]=[CH:10][CH:9]=[C:8]([C:12]2[N:13]([CH2:25][CH3:26])[C:14]3[C:19]([C:20]=2[C:21]#[N:22])=[CH:18][CH:17]=[C:16]([OH:23])[CH:15]=3)[CH:7]=1)[CH3:2]. The catalyst is C(Cl)Cl. The yield is 0.980.